Dataset: CYP2C9 inhibition data for predicting drug metabolism from PubChem BioAssay. Task: Regression/Classification. Given a drug SMILES string, predict its absorption, distribution, metabolism, or excretion properties. Task type varies by dataset: regression for continuous measurements (e.g., permeability, clearance, half-life) or binary classification for categorical outcomes (e.g., BBB penetration, CYP inhibition). Dataset: cyp2c9_veith. (1) The compound is Cn1cc(-c2nc3cnc(OCc4ccccc4)nc3n(CCC#N)c2=O)c2ccccc21. The result is 0 (non-inhibitor). (2) The molecule is Cc1ccc(NC(=O)COc2ccc(S(=O)(=O)N3CCOCC3)cc2)cc1. The result is 1 (inhibitor). (3) The drug is COc1ccc(N2C(=O)CCC(C(=O)O)C2c2ccc(F)cc2)cc1. The result is 0 (non-inhibitor).